This data is from Catalyst prediction with 721,799 reactions and 888 catalyst types from USPTO. The task is: Predict which catalyst facilitates the given reaction. Reactant: [S-2].[Na+].[Na+].Cl.N[C:6](N)=[S:7].[NH2+]=[C:10](N)[SH:11].N.SC[CH:16]([CH2:21][S:22][CH2:23][CH:24](CS)[S:25][CH2:26][CH2:27][SH:28])[S:17][CH2:18][CH2:19][SH:20].SCC(CSC(CS)CSCCS)SCCS.SCC(SC(CS)CSCCS)CSCCS. Product: [SH:11][CH2:10][C:27]([CH2:6][SH:7])([SH:28])[CH2:26][S:25][CH2:24][CH2:23][S:22][CH2:21][CH2:16][S:17][CH2:18][CH2:19][SH:20]. The catalyst class is: 11.